Task: Predict which catalyst facilitates the given reaction.. Dataset: Catalyst prediction with 721,799 reactions and 888 catalyst types from USPTO (1) Product: [C:20]([O:19][C:17]([NH:16][CH2:15][CH2:14][CH2:13][C@H:12]([NH:11][C:9](=[O:10])[O:8][CH2:1][C:2]1[CH:3]=[CH:4][CH:5]=[CH:6][CH:7]=1)[C:24]([NH:38][CH2:37][CH2:36][CH2:35][C@H:34]([NH:33][C:32]([O:31][C:27]([CH3:30])([CH3:29])[CH3:28])=[O:41])[CH2:39][OH:40])=[O:26])=[O:18])([CH3:21])([CH3:22])[CH3:23]. The catalyst class is: 9. Reactant: [CH2:1]([O:8][C:9]([NH:11][C@H:12]([C:24]([OH:26])=O)[CH2:13][CH2:14][CH2:15][NH:16][C:17]([O:19][C:20]([CH3:23])([CH3:22])[CH3:21])=[O:18])=[O:10])[C:2]1[CH:7]=[CH:6][CH:5]=[CH:4][CH:3]=1.[C:27]([O:31][C:32](=[O:41])[NH:33][C@H:34]([CH2:39][OH:40])[CH2:35][CH2:36][CH2:37][NH2:38])([CH3:30])([CH3:29])[CH3:28].C(Cl)CCl.C1C=CC2N(O)N=NC=2C=1. (2) Reactant: B.CSC.[CH3:5][O:6][C:7]([C:9]1[CH:10]=[C:11]([CH:15]=[C:16]([CH3:18])[CH:17]=1)[C:12](O)=[O:13])=[O:8]. Product: [OH:13][CH2:12][C:11]1[CH:10]=[C:9]([CH:17]=[C:16]([CH3:18])[CH:15]=1)[C:7]([O:6][CH3:5])=[O:8]. The catalyst class is: 1. (3) Reactant: [OH:1][CH2:2][C:3]1([C:6]2[CH:11]=[CH:10][C:9]([C:12]3[N:16]([CH3:17])[CH:15]=[N:14][C:13]=3[C:18]3[CH:23]=[C:22]([C:24]#[N:25])[CH:21]=[CH:20][N:19]=3)=[CH:8][CH:7]=2)[CH2:5][CH2:4]1.[H-].[Na+].[CH3:28]I. Product: [CH3:28][O:1][CH2:2][C:3]1([C:6]2[CH:11]=[CH:10][C:9]([C:12]3[N:16]([CH3:17])[CH:15]=[N:14][C:13]=3[C:18]3[CH:23]=[C:22]([C:24]#[N:25])[CH:21]=[CH:20][N:19]=3)=[CH:8][CH:7]=2)[CH2:4][CH2:5]1. The catalyst class is: 3.